This data is from Reaction yield outcomes from USPTO patents with 853,638 reactions. The task is: Predict the reaction yield, written as a fraction of the theoretical maximum amount of product (1.0 means a 100% yield; for example, 0.34 means a 34% yield). (1) The reactants are [OH:1][C:2]1[C:3]([CH2:15][CH:16]=[C:17]([CH3:20])[CH2:18][OH:19])=[C:4]([O:13][CH3:14])[C:5]([CH3:12])=[C:6]2[C:10]=1[C:9](=[O:11])[O:8][CH2:7]2.Br[CH2:22][P:23](=[O:32])([O:28][CH:29]([CH3:31])[CH3:30])[O:24][CH:25]([CH3:27])[CH3:26].CC(C)([O-])C.[Li+]. The catalyst is CN(C=O)C. The product is [CH:29]([O:28][P:23]([CH2:22][O:19][CH2:18][C:17]([CH3:20])=[CH:16][CH2:15][C:3]1[C:2]([OH:1])=[C:10]2[C:6](=[C:5]([CH3:12])[C:4]=1[O:13][CH3:14])[CH2:7][O:8][C:9]2=[O:11])(=[O:32])[O:24][CH:25]([CH3:27])[CH3:26])([CH3:31])[CH3:30]. The yield is 0.320. (2) The reactants are [CH2:1]([O:8][C:9]1[CH:14]=[CH:13][C:12]([C:15](=[O:17])[CH3:16])=[C:11]([OH:18])[CH:10]=1)[C:2]1[CH:7]=[CH:6][CH:5]=[CH:4][CH:3]=1.Cl[CH2:20][O:21][CH3:22].CC(C)([O-])C.[K+].O. The catalyst is O1CCCC1. The product is [CH2:1]([O:8][C:9]1[CH:14]=[CH:13][C:12]([C:15](=[O:17])[CH3:16])=[C:11]([O:18][CH2:20][O:21][CH3:22])[CH:10]=1)[C:2]1[CH:3]=[CH:4][CH:5]=[CH:6][CH:7]=1. The yield is 0.480. (3) The reactants are [NH:1]1[CH:8]=[CH:7][C:5]([NH2:6])=[N:4][C:2]1=[O:3].N1[CH:14]=[CH:13][CH:12]=CC=1.Cl[CH2:16]Cl.C([C:22]1[CH:30]=[CH:29][CH:28]=[CH:27][C:23]=1[C:24](Cl)=[O:25])CCC. The catalyst is C(Cl)(Cl)Cl.O. The product is [CH3:16][C:13]([C:29]1[CH:30]=[CH:22][C:23]([C:24]([NH:6][C:5]2[CH:7]=[CH:8][NH:1][C:2](=[O:3])[N:4]=2)=[O:25])=[CH:27][CH:28]=1)([CH3:12])[CH3:14]. The yield is 0.920. (4) The reactants are [CH2:1]([C:9]([CH2:20][CH2:21][C:22]1[CH:27]=[CH:26][CH:25]=[CH:24][CH:23]=1)([C:15]([O:17]CC)=[O:16])[C:10]([O:12][CH2:13][CH3:14])=[O:11])[CH2:2][C:3]1[CH:8]=[CH:7][CH:6]=[CH:5][CH:4]=1.O.[OH-].[K+]. The catalyst is C(O)C. The product is [CH2:13]([O:12][C:10]([C:9]([CH2:1][CH2:2][C:3]1[CH:4]=[CH:5][CH:6]=[CH:7][CH:8]=1)([CH2:20][CH2:21][C:22]1[CH:23]=[CH:24][CH:25]=[CH:26][CH:27]=1)[C:15]([OH:17])=[O:16])=[O:11])[CH3:14]. The yield is 0.530.